This data is from Catalyst prediction with 721,799 reactions and 888 catalyst types from USPTO. The task is: Predict which catalyst facilitates the given reaction. (1) Reactant: C(O[C:5](=[O:18])[C:6]1[C:11](CC)=[C:10](F)[C:9]([F:15])=[C:8]([F:16])[C:7]=1F)(=O)C.[C:19]([O:22][C:23](=O)[CH3:24])(=[O:21])[CH3:20].[CH:26](OCC)(OCC)OCC.[NH2:36][C@@H:37]([CH3:40])[CH2:38][OH:39]. Product: [CH2:23]([O:22][C:19]([C:20]1[C:5](=[O:18])[C:6]2[CH:7]=[C:8]([F:16])[C:9]([F:15])=[C:10]3[O:39][CH2:38][CH:37]([CH3:40])[N:36]([CH:26]=1)[C:11]=23)=[O:21])[CH3:24]. The catalyst class is: 2. (2) Reactant: [C:1]([O:5][C:6]([NH:8][CH:9]([C:13]1[CH:18]=[CH:17][CH:16]=[CH:15][CH:14]=1)[C:10]([OH:12])=O)=[O:7])([CH3:4])([CH3:3])[CH3:2].[NH:19]1[CH2:24][CH2:23][O:22][CH2:21][CH2:20]1.CCN=C=NCCCN(C)C.Cl.O. Product: [C:1]([O:5][C:6](=[O:7])[NH:8][CH:9]([C:13]1[CH:18]=[CH:17][CH:16]=[CH:15][CH:14]=1)[C:10]([N:19]1[CH2:24][CH2:23][O:22][CH2:21][CH2:20]1)=[O:12])([CH3:2])([CH3:3])[CH3:4]. The catalyst class is: 64. (3) Reactant: C(OC(C)C)(C)C.[NH2:8][C@H:9]([C:14]([OH:16])=[O:15])[C:10]([CH3:13])([CH3:12])[CH3:11]. Product: [NH2:8][C@@H:9]([C:14]([OH:16])=[O:15])[C:10]([CH3:13])([CH3:12])[CH3:11]. The catalyst class is: 21.